This data is from Forward reaction prediction with 1.9M reactions from USPTO patents (1976-2016). The task is: Predict the product of the given reaction. (1) Given the reactants [F:1][C:2]1[N:7]=[CH:6][C:5](B(O)O)=[CH:4][CH:3]=1.FC1C=C([C:18]2[CH:23]=[CH:22][C:21]([C:24]3[N:25]=[C:26]([N:29]([C:33]4[CH:38]=[CH:37][CH:36]=[C:35]([CH3:39])[N:34]=4)C(=O)C)[S:27][CH:28]=3)=[CH:20][CH:19]=2)C=CN=1, predict the reaction product. The product is: [F:1][C:2]1[N:7]=[CH:6][C:5]([C:18]2[CH:19]=[CH:20][C:21]([C:24]3[N:25]=[C:26]([NH:29][C:33]4[CH:38]=[CH:37][CH:36]=[C:35]([CH3:39])[N:34]=4)[S:27][CH:28]=3)=[CH:22][CH:23]=2)=[CH:4][CH:3]=1. (2) Given the reactants [CH3:1][O:2][C:3]1[CH:23]=[CH:22][C:21]([O:24][CH3:25])=[CH:20][C:4]=1[CH2:5][CH:6]1[C:15]2[C:10](=[C:11]([O:18][CH3:19])[CH:12]=[CH:13][C:14]=2[O:16][CH3:17])[CH2:9][CH2:8][NH:7]1.Br[CH2:27][C:28](Br)=[O:29].[CH2:31]([NH2:38])[C:32]1[CH:37]=[CH:36][CH:35]=[CH:34][CH:33]=1, predict the reaction product. The product is: [CH3:1][O:2][C:3]1[CH:23]=[CH:22][C:21]([O:24][CH3:25])=[CH:20][C:4]=1[CH2:5][CH:6]1[C:15]2[C:10](=[C:11]([O:18][CH3:19])[CH:12]=[CH:13][C:14]=2[O:16][CH3:17])[CH2:9][CH2:8][N:7]1[CH2:27][C:28]([NH:38][CH2:31][C:32]1[CH:37]=[CH:36][CH:35]=[CH:34][CH:33]=1)=[O:29]. (3) Given the reactants [CH3:1][O:2][C:3](=[O:27])[CH2:4][C:5]1[CH:10]=[C:9]([Cl:11])[CH:8]=[C:7]([O:12][C:13]2[CH:18]=[CH:17][C:16]([NH2:19])=[CH:15][C:14]=2[CH2:20][S:21][CH2:22][C:23]([F:26])([F:25])[F:24])[CH:6]=1.C(N(CC)CC)C.[C:35](Cl)(=[O:40])[C:36]([CH3:39])([CH3:38])[CH3:37], predict the reaction product. The product is: [CH3:1][O:2][C:3](=[O:27])[CH2:4][C:5]1[CH:6]=[C:7]([O:12][C:13]2[CH:18]=[CH:17][C:16]([NH:19][C:35](=[O:40])[C:36]([CH3:39])([CH3:38])[CH3:37])=[CH:15][C:14]=2[CH2:20][S:21][CH2:22][C:23]([F:25])([F:26])[F:24])[CH:8]=[C:9]([Cl:11])[CH:10]=1. (4) The product is: [OH:5][C:6]1[CH:7]=[C:8]([CH:24]=[CH:25][CH:26]=1)[CH:9]=[C:10]1[CH2:15][CH2:14][N:13]([C:16]([O:18][C:19]([CH3:20])([CH3:21])[CH3:22])=[O:17])[CH2:12][CH:11]1[CH3:23]. Given the reactants CC(C)(C)C([O:5][C:6]1[CH:7]=[C:8]([CH:24]=[CH:25][CH:26]=1)[CH:9]=[C:10]1[CH2:15][CH2:14][N:13]([C:16]([O:18][C:19]([CH3:22])([CH3:21])[CH3:20])=[O:17])[CH2:12][CH:11]1[CH3:23])=O.[H-].[Al+3].[Li+].[H-].[H-].[H-], predict the reaction product. (5) The product is: [CH3:1][O:2][C:3](=[O:15])[C:4]1[CH:9]=[C:8]([C:25]([CH3:27])=[CH2:16])[C:7]([O:11][CH3:12])=[CH:6][C:5]=1[O:13][CH3:14]. Given the reactants [CH3:1][O:2][C:3](=[O:15])[C:4]1[CH:9]=[C:8](Br)[C:7]([O:11][CH3:12])=[CH:6][C:5]=1[O:13][CH3:14].[C:16]([O-])([O-])=O.[Cs+].[Cs+].CCO[C:25]([CH3:27])=O, predict the reaction product.